Dataset: Reaction yield outcomes from USPTO patents with 853,638 reactions. Task: Predict the reaction yield, written as a fraction of the theoretical maximum amount of product (1.0 means a 100% yield; for example, 0.34 means a 34% yield). (1) The reactants are O.[ClH:2].[OH:3][C:4]([C:34]1[CH:39]=[CH:38][CH:37]=[CH:36][CH:35]=1)([C:28]1[CH:33]=[CH:32][CH:31]=[CH:30][CH:29]=1)[CH:5]1[CH2:10][CH2:9][N:8]([CH2:11][CH2:12][CH2:13][CH:14]([C:16]2[CH:21]=[CH:20][C:19]([C:22]([CH3:27])([CH3:26])[C:23]([OH:25])=[O:24])=[CH:18][CH:17]=2)[OH:15])[CH2:7][CH2:6]1. The catalyst is CC(CC)=O. The product is [ClH:2].[OH:3][C:4]([C:34]1[CH:35]=[CH:36][CH:37]=[CH:38][CH:39]=1)([C:28]1[CH:29]=[CH:30][CH:31]=[CH:32][CH:33]=1)[CH:5]1[CH2:10][CH2:9][N:8]([CH2:11][CH2:12][CH2:13][CH:14]([C:16]2[CH:21]=[CH:20][C:19]([C:22]([CH3:27])([CH3:26])[C:23]([OH:25])=[O:24])=[CH:18][CH:17]=2)[OH:15])[CH2:7][CH2:6]1. The yield is 0.970. (2) No catalyst specified. The product is [CH2:14]([NH:21][C:22]([C:24]1[S:28][C:27]([NH:29][C:7](=[O:8])[C:6]2[CH:10]=[CH:11][CH:12]=[CH:13][C:5]=2[S:2]([CH3:1])(=[O:4])=[O:3])=[N:26][C:25]=1[CH3:30])=[O:23])[C:15]1[CH:20]=[CH:19][CH:18]=[CH:17][CH:16]=1. The reactants are [CH3:1][S:2]([C:5]1[CH:13]=[CH:12][CH:11]=[CH:10][C:6]=1[C:7](Cl)=[O:8])(=[O:4])=[O:3].[CH2:14]([NH:21][C:22]([C:24]1[S:28][C:27]([NH2:29])=[N:26][C:25]=1[CH3:30])=[O:23])[C:15]1[CH:20]=[CH:19][CH:18]=[CH:17][CH:16]=1. The yield is 0.0900. (3) The reactants are [Br:1][C:2]1[N:7]2[CH:8]=[CH:9][N:10]=[C:6]2[C:5](Br)=[N:4][CH:3]=1.[CH3:12][S:13]([C:16]1[CH:22]=[CH:21][C:19]([NH2:20])=[CH:18][CH:17]=1)(=[O:15])=[O:14]. The catalyst is C1(C)C=CC=CC=1.C1C=CC(/C=C/C(/C=C/C2C=CC=CC=2)=O)=CC=1.C1C=CC(/C=C/C(/C=C/C2C=CC=CC=2)=O)=CC=1.C1C=CC(/C=C/C(/C=C/C2C=CC=CC=2)=O)=CC=1.[Pd].[Pd].CC1(C)C2C(=C(P(C3C=CC=CC=3)C3C=CC=CC=3)C=CC=2)OC2C(P(C3C=CC=CC=3)C3C=CC=CC=3)=CC=CC1=2. The product is [Br:1][C:2]1[N:7]2[CH:8]=[CH:9][N:10]=[C:6]2[C:5]([NH:20][C:19]2[CH:18]=[CH:17][C:16]([S:13]([CH3:12])(=[O:15])=[O:14])=[CH:22][CH:21]=2)=[N:4][CH:3]=1. The yield is 0.510. (4) The reactants are [CH3:1][C:2]1[S:3][C:4]([C:8]2[N:9]([CH3:14])[C:10]([SH:13])=[N:11][N:12]=2)=[C:5]([CH3:7])[N:6]=1.CO.C([O-])([O-])=O.[K+].[K+].Br[CH2:24][CH2:25][CH2:26][Cl:27]. The catalyst is C(OCC)(=O)C.CC(C)=O. The product is [Cl:27][CH2:26][CH2:25][CH2:24][S:13][C:10]1[N:9]([CH3:14])[C:8]([C:4]2[S:3][C:2]([CH3:1])=[N:6][C:5]=2[CH3:7])=[N:12][N:11]=1. The yield is 0.370. (5) The reactants are [Cl:1][C:2]1[N:7]=[C:6](Cl)[CH:5]=[CH:4][N:3]=1.[C:9]1(B(O)O)[CH:14]=[CH:13][CH:12]=[CH:11][CH:10]=1.C([O-])([O-])=O.[Na+].[Na+].CCO. The catalyst is COCCOC.O.C1C=CC([P]([Pd]([P](C2C=CC=CC=2)(C2C=CC=CC=2)C2C=CC=CC=2)([P](C2C=CC=CC=2)(C2C=CC=CC=2)C2C=CC=CC=2)[P](C2C=CC=CC=2)(C2C=CC=CC=2)C2C=CC=CC=2)(C2C=CC=CC=2)C2C=CC=CC=2)=CC=1. The product is [Cl:1][C:2]1[N:7]=[C:6]([C:9]2[CH:14]=[CH:13][CH:12]=[CH:11][CH:10]=2)[CH:5]=[CH:4][N:3]=1. The yield is 0.410. (6) The reactants are [Si:1]([O:8][CH2:9][C:10]1[C:15]([O:16][CH3:17])=[CH:14][C:13]([NH:18][C:19](=[O:22])[CH:20]=[CH2:21])=[C:12]([Cl:23])[CH:11]=1)([C:4]([CH3:7])([CH3:6])[CH3:5])([CH3:3])[CH3:2].[OH:24][C:25]([C:42]1[S:43][CH:44]=[CH:45][CH:46]=1)([C:37]1[S:38][CH:39]=[CH:40][CH:41]=1)[C:26]([O:28][C@H:29]1[CH2:34][CH2:33][C@H:32]([NH:35][CH3:36])[CH2:31][CH2:30]1)=[O:27]. The catalyst is C(Cl)Cl. The product is [OH:24][C:25]([C:37]1[S:38][CH:39]=[CH:40][CH:41]=1)([C:42]1[S:43][CH:44]=[CH:45][CH:46]=1)[C:26]([O:28][C@H:29]1[CH2:30][CH2:31][C@H:32]([N:35]([CH2:21][CH2:20][C:19]([NH:18][C:13]2[CH:14]=[C:15]([O:16][CH3:17])[C:10]([CH2:9][O:8][Si:1]([C:4]([CH3:7])([CH3:6])[CH3:5])([CH3:3])[CH3:2])=[CH:11][C:12]=2[Cl:23])=[O:22])[CH3:36])[CH2:33][CH2:34]1)=[O:27]. The yield is 0.490. (7) The reactants are O[CH:2]=[C:3]1[C:11]2[C:6](=[CH:7][C:8]([C:12]([C:14]3[CH:15]=[C:16]([NH:20][C:21]([C:23]4[CH:24]=[N:25][N:26]([CH3:29])[C:27]=4[Cl:28])=[O:22])[CH:17]=[CH:18][CH:19]=3)=[O:13])=[CH:9][CH:10]=2)[NH:5][C:4]1=[O:30].C1COCC1.[CH3:36][N:37]1[CH2:42][CH2:41][N:40]([C:43]2[CH:48]=[CH:47][C:46]([NH2:49])=[CH:45][CH:44]=2)[CH2:39][CH2:38]1. The yield is 0.710. The catalyst is CCOC(C)=O. The product is [CH3:36][N:37]1[CH2:38][CH2:39][N:40]([C:43]2[CH:48]=[CH:47][C:46]([NH:49][CH:2]=[C:3]3[C:11]4[C:6](=[CH:7][C:8]([C:12]([C:14]5[CH:15]=[C:16]([NH:20][C:21]([C:23]6[CH:24]=[N:25][N:26]([CH3:29])[C:27]=6[Cl:28])=[O:22])[CH:17]=[CH:18][CH:19]=5)=[O:13])=[CH:9][CH:10]=4)[NH:5][C:4]3=[O:30])=[CH:45][CH:44]=2)[CH2:41][CH2:42]1.